This data is from Catalyst prediction with 721,799 reactions and 888 catalyst types from USPTO. The task is: Predict which catalyst facilitates the given reaction. (1) The catalyst class is: 144. Product: [CH3:19][O:20][C:21]1[CH:26]=[CH:25][C:24]([S:27][CH2:12][C@@H:13]2[NH:14][C:15](=[O:18])[CH2:16][CH2:17]2)=[CH:23][CH:22]=1. Reactant: CC1C=CC(S(O[CH2:12][C@H:13]2[CH2:17][CH2:16][C:15](=[O:18])[NH:14]2)(=O)=O)=CC=1.[CH3:19][O:20][C:21]1[CH:26]=[CH:25][C:24]([SH:27])=[CH:23][CH:22]=1.C([O-])([O-])=O.[Cs+].[Cs+].CCOC(C)=O. (2) Reactant: [N+:1]([C:4]1[CH:5]=[CH:6][C:7]2[S:11][N:10]=[C:9]([C:12](O)=[O:13])[C:8]=2[CH:15]=1)([O-:3])=[O:2].S(Cl)([Cl:18])=O. Product: [N+:1]([C:4]1[CH:5]=[CH:6][C:7]2[S:11][N:10]=[C:9]([C:12]([Cl:18])=[O:13])[C:8]=2[CH:15]=1)([O-:3])=[O:2]. The catalyst class is: 344. (3) Reactant: [C:1]1([C:7]2[NH:8][CH:9]=[CH:10][N:11]=2)[CH:6]=[CH:5][CH:4]=[CH:3][CH:2]=1.[H-].[Na+].[CH3:14]I.O. Product: [CH3:14][N:11]1[CH:10]=[CH:9][N:8]=[C:7]1[C:1]1[CH:2]=[CH:3][CH:4]=[CH:5][CH:6]=1. The catalyst class is: 3. (4) Reactant: [NH2:1][C:2]1[C:7]2=[C:8]([C:15]3[CH:20]=[CH:19][C:18]([NH:21][C:22]([NH:24][C:25]4[CH:30]=[C:29]([C:31]([F:34])([F:33])[F:32])[CH:28]=[CH:27][C:26]=4[F:35])=[O:23])=[C:17]([F:36])[CH:16]=3)[CH:9]=[C:10]([C:11](=[O:14])[CH2:12][OH:13])[N:6]2[N:5]=[CH:4][N:3]=1.CC(C[AlH]CC(C)C)C. Product: [NH2:1][C:2]1[C:7]2=[C:8]([C:15]3[CH:20]=[CH:19][C:18]([NH:21][C:22]([NH:24][C:25]4[CH:30]=[C:29]([C:31]([F:32])([F:33])[F:34])[CH:28]=[CH:27][C:26]=4[F:35])=[O:23])=[C:17]([F:36])[CH:16]=3)[CH:9]=[C:10]([CH:11]([OH:14])[CH2:12][OH:13])[N:6]2[N:5]=[CH:4][N:3]=1. The catalyst class is: 1. (5) Reactant: [Cl:1][C:2]1[N:6]([CH3:7])[N:5]=[C:4]([C:8]([OH:10])=O)[CH:3]=1.Cl.C(N=C=NCCCN(C)C)C.ON1C2C=CC=CC=2N=N1.Cl.[CH3:34][NH:35][O:36][CH3:37]. Product: [Cl:1][C:2]1[N:6]([CH3:7])[N:5]=[C:4]([C:8]([N:35]([O:36][CH3:37])[CH3:34])=[O:10])[CH:3]=1. The catalyst class is: 884. (6) Reactant: O=P12OP3(OP(OP(O3)(O1)=O)(=O)O2)=O.[Cl:15][C:16]1[CH:17]=[C:18]([CH2:22][C:23]([OH:25])=O)[CH:19]=[CH:20][CH:21]=1.[Cl:26][C:27]1[S:28][CH:29]=[CH:30][CH:31]=1.ClCCCl. Product: [Cl:15][C:16]1[CH:17]=[C:18]([CH2:22][C:23]([C:29]2[S:28][C:27]([Cl:26])=[CH:31][CH:30]=2)=[O:25])[CH:19]=[CH:20][CH:21]=1. The catalyst class is: 28. (7) Reactant: [OH-].[Na+].[CH3:3][O:4][CH2:5][C:6]1[CH:11]=[C:10]([C:12]2[O:16][N:15]=[C:14]([C:17]3[CH:18]=[CH:19][C:20]([C:23]([O:25]C)=[O:24])=[N:21][CH:22]=3)[N:13]=2)[CH:9]=[CH:8][C:7]=1[C:27]1[CH:32]=[CH:31][CH:30]=[CH:29][C:28]=1[CH3:33].C(Cl)[Cl:35]. Product: [ClH:35].[CH3:3][O:4][CH2:5][C:6]1[CH:11]=[C:10]([C:12]2[O:16][N:15]=[C:14]([C:17]3[CH:18]=[CH:19][C:20]([C:23]([OH:25])=[O:24])=[N:21][CH:22]=3)[N:13]=2)[CH:9]=[CH:8][C:7]=1[C:27]1[CH:32]=[CH:31][CH:30]=[CH:29][C:28]=1[CH3:33]. The catalyst class is: 5.